Regression. Given two drug SMILES strings and cell line genomic features, predict the synergy score measuring deviation from expected non-interaction effect. From a dataset of NCI-60 drug combinations with 297,098 pairs across 59 cell lines. Drug 1: CC1=C(C=C(C=C1)NC(=O)C2=CC=C(C=C2)CN3CCN(CC3)C)NC4=NC=CC(=N4)C5=CN=CC=C5. Drug 2: C1=NC2=C(N1)C(=S)N=CN2. Cell line: T-47D. Synergy scores: CSS=19.7, Synergy_ZIP=-4.52, Synergy_Bliss=-0.805, Synergy_Loewe=1.93, Synergy_HSA=2.99.